From a dataset of Forward reaction prediction with 1.9M reactions from USPTO patents (1976-2016). Predict the product of the given reaction. (1) Given the reactants [Cl:1][C:2]1[CH:7]=[CH:6][C:5]([C@H:8]2[C@H:13]([OH:14])[C@@H:12]([OH:15])[C@H:11]([OH:16])[C@@H:10]([CH2:17][OH:18])[O:9]2)=[CH:4][C:3]=1[CH2:19][C:20]1[CH:21]=[C:22]2[C:27](=[CH:28][CH:29]=1)[N:26](CC1C=CC(OC)=CC=1)[CH2:25][CH2:24][CH2:23]2.Cl, predict the reaction product. The product is: [Cl:1][C:2]1[CH:7]=[CH:6][C:5]([C@H:8]2[C@H:13]([OH:14])[C@@H:12]([OH:15])[C@H:11]([OH:16])[C@@H:10]([CH2:17][OH:18])[O:9]2)=[CH:4][C:3]=1[CH2:19][C:20]1[CH:21]=[C:22]2[C:27](=[CH:28][CH:29]=1)[NH:26][CH2:25][CH2:24][CH2:23]2. (2) The product is: [F:1][C:2]1[CH:9]=[CH:8][CH:7]=[CH:6][C:3]=1[C:4]1[N:30]([C:27]2[CH:28]=[CH:29][C:24]([S:21]([N:15]3[CH2:20][CH2:19][CH2:18][CH2:17][CH2:16]3)(=[O:23])=[O:22])=[CH:25][CH:26]=2)[C:11]([CH3:10])=[CH:12][CH:13]=1. Given the reactants [F:1][C:2]1[CH:9]=[CH:8][CH:7]=[CH:6][C:3]=1[CH:4]=O.[CH3:10][C:11](=O)[CH:12]=[CH2:13].[N:15]1([S:21]([C:24]2[CH:29]=[CH:28][C:27]([NH2:30])=[CH:26][CH:25]=2)(=[O:23])=[O:22])[CH2:20][CH2:19][CH2:18][CH2:17][CH2:16]1, predict the reaction product. (3) Given the reactants [F:1][C:2]1[CH:32]=[CH:31][C:5]([CH2:6][NH:7][C:8]([C:10]2[N:11]=[C:12]3[N:17]([C:18](=[O:28])[C:19]=2[O:20][CH2:21][C:22]2[CH:27]=[CH:26][CH:25]=[CH:24][CH:23]=2)[CH2:16][CH2:15][O:14][C:13]3([CH3:30])[CH3:29])=[O:9])=[C:4](I)[CH:3]=1.[CH3:34][N:35]1[C:39](B2OC(C)(C)C(C)(C)O2)=[CH:38][CH:37]=[N:36]1.C(=O)([O-])[O-].[Na+].[Na+], predict the reaction product. The product is: [F:1][C:2]1[CH:32]=[CH:31][C:5]([CH2:6][NH:7][C:8]([C:10]2[N:11]=[C:12]3[N:17]([C:18](=[O:28])[C:19]=2[O:20][CH2:21][C:22]2[CH:27]=[CH:26][CH:25]=[CH:24][CH:23]=2)[CH2:16][CH2:15][O:14][C:13]3([CH3:30])[CH3:29])=[O:9])=[C:4]([C:39]2[N:35]([CH3:34])[N:36]=[CH:37][CH:38]=2)[CH:3]=1.